The task is: Predict the reaction yield, written as a fraction of the theoretical maximum amount of product (1.0 means a 100% yield; for example, 0.34 means a 34% yield).. This data is from Reaction yield outcomes from USPTO patents with 853,638 reactions. The reactants are Cl[C:2]1[CH:3]=[CH:4][C:5]([OH:11])=[C:6]([CH:10]=1)[C:7](Cl)=[O:8].C(N(CC)CC)C.[Br:19][C:20]1[CH:27]=[CH:26][C:23]([CH2:24][NH2:25])=[C:22]([F:28])[CH:21]=1.[Cl:29]CCl. No catalyst specified. The product is [Br:19][C:20]1[CH:27]=[CH:26][C:23]([CH2:24][NH:25][C:7](=[O:8])[C:6]2[CH:10]=[CH:2][C:3]([Cl:29])=[CH:4][C:5]=2[OH:11])=[C:22]([F:28])[CH:21]=1. The yield is 0.530.